From a dataset of Full USPTO retrosynthesis dataset with 1.9M reactions from patents (1976-2016). Predict the reactants needed to synthesize the given product. (1) The reactants are: [NH2:1][CH2:2][C:3]1[C:4]([NH2:10])=[N:5][C:6]([CH3:9])=[N:7][CH:8]=1.[C:11]1(=[O:17])[O:16][C:14](=[O:15])[CH2:13][CH2:12]1. Given the product [NH2:10][C:4]1[C:3]([CH2:2][NH:1][C:11](=[O:17])[CH2:12][CH2:13][C:14]([OH:16])=[O:15])=[CH:8][N:7]=[C:6]([CH3:9])[N:5]=1, predict the reactants needed to synthesize it. (2) Given the product [C:30]1(=[O:4])[C:31]2[C:19]3[CH:20]=[CH:21][CH:22]=[CH:23][C:18]=3[O:17][CH2:24][CH2:25][C:26]=2[C:27](=[O:28])[O:29]1, predict the reactants needed to synthesize it. The reactants are: CC(C)([O-:4])C.[K+].C(OCC)(=O)C(OCC)=O.[O:17]([CH2:24][CH2:25][CH2:26][C:27]([O:29][CH2:30][CH3:31])=[O:28])[C:18]1[CH:23]=[CH:22][CH:21]=[CH:20][CH:19]=1.OS(O)(=O)=O. (3) Given the product [CH2:12]([C:10]1[C:9]2[C:4](=[CH:5][CH:6]=[C:7]([N+:14]([O-:16])=[O:15])[CH:8]=2)[N:3]=[C:2]([N:18]([CH3:19])[CH3:17])[CH:11]=1)[CH3:13], predict the reactants needed to synthesize it. The reactants are: Cl[C:2]1[CH:11]=[C:10]([CH2:12][CH3:13])[C:9]2[C:4](=[CH:5][CH:6]=[C:7]([N+:14]([O-:16])=[O:15])[CH:8]=2)[N:3]=1.[CH3:17][NH:18][CH3:19].CO. (4) Given the product [Si:1]([O:8][CH2:9][C:10]1([CH3:38])[S:16][CH2:15][CH2:14][N:13]2[C:17]([C:20]3([C:23]4[CH:28]=[CH:27][C:26]([C:40]5[N:45]=[C:44]([C:46]#[N:47])[CH:43]=[CH:42][CH:41]=5)=[CH:25][CH:24]=4)[CH2:21][CH2:22]3)=[N:18][N:19]=[C:12]2[CH2:11]1)([C:4]([CH3:5])([CH3:6])[CH3:7])([CH3:2])[CH3:3], predict the reactants needed to synthesize it. The reactants are: [Si:1]([O:8][CH2:9][C:10]1([CH3:38])[S:16][CH2:15][CH2:14][N:13]2[C:17]([C:20]3([C:23]4[CH:28]=[CH:27][C:26](B5OC(C)(C)C(C)(C)O5)=[CH:25][CH:24]=4)[CH2:22][CH2:21]3)=[N:18][N:19]=[C:12]2[CH2:11]1)([C:4]([CH3:7])([CH3:6])[CH3:5])([CH3:3])[CH3:2].Br[C:40]1[N:45]=[C:44]([C:46]#[N:47])[CH:43]=[CH:42][CH:41]=1.C(=O)([O-])[O-].[K+].[K+].C(=O)([O-])O.[Na+]. (5) Given the product [CH2:1]([O:3][C:4](=[O:23])[CH2:5][CH:6]1[CH2:13][CH:12]2[N:14]([C:15]([O:17][CH2:18][C:21]3[CH:55]=[CH:56][CH:51]=[CH:52][CH:53]=3)=[O:16])[CH:8]([CH2:9][O:10][CH2:11]2)[C:7]1=[O:22])[CH3:2], predict the reactants needed to synthesize it. The reactants are: [CH2:1]([O:3][C:4](=[O:23])[CH2:5][CH:6]1[CH2:13][CH:12]2[N:14]([C:15]([O:17][C:18]([CH3:21])(C)C)=[O:16])[CH:8]([CH2:9][O:10][CH2:11]2)[C:7]1=[O:22])[CH3:2].FC(F)(F)C(O)=O.C(=O)([O-])[O-].[K+].[K+].C(N(CC)C(C)C)(C)C.ClC(OC[C:51]1[CH:56]=[CH:55]C=[CH:53][CH:52]=1)=O. (6) Given the product [Cl:15][C:16]1[CH:17]=[N:18][CH:19]=[CH:20][C:21]=1[C:2]1[N:3]=[CH:4][C:5]([NH2:14])=[N:6][C:7]=1[C:8]1[CH:9]=[N:10][CH:11]=[CH:12][CH:13]=1, predict the reactants needed to synthesize it. The reactants are: Br[C:2]1[N:3]=[CH:4][C:5]([NH2:14])=[N:6][C:7]=1[C:8]1[CH:9]=[N:10][CH:11]=[CH:12][CH:13]=1.[Cl:15][C:16]1[CH:17]=[N:18][CH:19]=[CH:20][C:21]=1B1OC(C)(C)C(C)(C)O1.C(=O)([O-])[O-].[Cs+].[Cs+]. (7) Given the product [F:1][C:2]1[CH:10]=[CH:9][CH:8]=[C:7]2[C:3]=1[C:4]([C:21]1[CH2:26][CH2:25][CH:24]([C:27]([O:29][C:30]([CH3:33])([CH3:32])[CH3:31])=[O:28])[CH2:23][CH:22]=1)=[CH:5][NH:6]2, predict the reactants needed to synthesize it. The reactants are: [F:1][C:2]1[CH:10]=[CH:9][CH:8]=[C:7]2[C:3]=1[C:4]([C:21]1[CH2:26][CH2:25][CH:24]([C:27]([O:29][C:30]([CH3:33])([CH3:32])[CH3:31])=[O:28])[CH2:23][CH:22]=1)=[CH:5][N:6]2S(C1C=CC(C)=CC=1)(=O)=O.C1COCC1.C(O)C.[OH-].[K+]. (8) Given the product [N:18]1([C:23]2[CH:24]=[C:25]([NH:29][C:2]3[C:11]4[C:6](=[CH:7][CH:8]=[CH:9][CH:10]=4)[C:5]([C:12]4[CH:17]=[CH:16][CH:15]=[CH:14][CH:13]=4)=[CH:4][N:3]=3)[CH:26]=[CH:27][CH:28]=2)[CH:22]=[CH:21][N:20]=[CH:19]1, predict the reactants needed to synthesize it. The reactants are: Cl[C:2]1[C:11]2[C:6](=[CH:7][CH:8]=[CH:9][CH:10]=2)[C:5]([C:12]2[CH:17]=[CH:16][CH:15]=[CH:14][CH:13]=2)=[CH:4][N:3]=1.[N:18]1([C:23]2[CH:24]=[C:25]([NH2:29])[CH:26]=[CH:27][CH:28]=2)[CH:22]=[CH:21][N:20]=[CH:19]1.C(=O)([O-])[O-].[K+].[K+].